Dataset: Full USPTO retrosynthesis dataset with 1.9M reactions from patents (1976-2016). Task: Predict the reactants needed to synthesize the given product. (1) The reactants are: [CH3:1][O:2][C:3]([C@@H:5]1[CH2:18][C@H:17]([O:19][S:20]([C:23]2[CH:28]=[CH:27][CH:26]=[CH:25][CH:24]=2)(=[O:22])=[O:21])[C:16](=[O:29])[C@H:15]2[C@@:6]1([CH3:37])[CH2:7][CH2:8][C@H:9]1[C@:14]2([CH3:30])[CH2:13][C@@H:12]([C:31]2[CH:35]=[CH:34][O:33][CH:32]=2)[O:11][C:10]1=[O:36])=[O:4].[Br:38]C1C=CC=CC=1S(Cl)(=O)=O. Given the product [CH3:1][O:2][C:3]([C@@H:5]1[CH2:18][C@H:17]([O:19][S:20]([C:23]2[CH:28]=[CH:27][CH:26]=[CH:25][C:24]=2[Br:38])(=[O:22])=[O:21])[C:16](=[O:29])[C@H:15]2[C@@:6]1([CH3:37])[CH2:7][CH2:8][C@H:9]1[C@:14]2([CH3:30])[CH2:13][C@@H:12]([C:31]2[CH:35]=[CH:34][O:33][CH:32]=2)[O:11][C:10]1=[O:36])=[O:4], predict the reactants needed to synthesize it. (2) Given the product [CH2:18]([O:8][C:5]1[CH:4]=[C:3]([C:2]([Cl:1])=[CH:7][CH:6]=1)[NH2:9])[C:19]1[CH:24]=[CH:23][CH:22]=[CH:21][CH:20]=1, predict the reactants needed to synthesize it. The reactants are: [Cl:1][C:2]1[CH:7]=[CH:6][C:5]([OH:8])=[CH:4][C:3]=1[N+:9]([O-])=O.C(=O)([O-])[O-].[K+].[K+].[CH2:18](Br)[C:19]1[CH:24]=[CH:23][CH:22]=[CH:21][CH:20]=1. (3) Given the product [C:4]1(=[C:34]2[C:35]3[C:31](=[CH:30][CH:29]=[C:28]([O:27][CH3:26])[CH:36]=3)[CH2:32][CH2:33]2)[CH2:6][CH2:5]1, predict the reactants needed to synthesize it. The reactants are: [H-].[Na+].[Br-].[CH:4]1([P+](C2C=CC=CC=2)(C2C=CC=CC=2)C2C=CC=CC=2)[CH2:6][CH2:5]1.[CH3:26][O:27][C:28]1[CH:36]=[C:35]2[C:31]([CH2:32][CH2:33][C:34]2=O)=[CH:30][CH:29]=1.COCCOCCN(CCOCCOC)CCOCCOC. (4) Given the product [CH2:1]([O:5][C:6]1[C:15]2[C:10](=[CH:11][CH:12]=[C:13]([F:16])[CH:14]=2)[C:9](=[O:17])[N:8]([CH2:18][C:19]([CH3:22])([CH3:21])[CH3:20])[C:7]=1[CH2:23][Cl:27])[CH2:2][CH2:3][CH3:4], predict the reactants needed to synthesize it. The reactants are: [CH2:1]([O:5][C:6]1[C:15]2[C:10](=[CH:11][CH:12]=[C:13]([F:16])[CH:14]=2)[C:9](=[O:17])[N:8]([CH2:18][C:19]([CH3:22])([CH3:21])[CH3:20])[C:7]=1[CH2:23]O)[CH2:2][CH2:3][CH3:4].S(Cl)([Cl:27])=O.C(=O)([O-])O.[Na+]. (5) Given the product [N:1]1([C@H:2]([CH2:5][CH3:6])[CH2:3][OH:4])[CH2:11][CH2:10][CH2:9][CH2:8]1, predict the reactants needed to synthesize it. The reactants are: [NH2:1][C@H:2]([CH2:5][CH3:6])[CH2:3][OH:4].Br[CH2:8][CH2:9][CH2:10][CH2:11]Br.C([O-])([O-])=O.[K+].[K+].